Predict the reactants needed to synthesize the given product. From a dataset of Full USPTO retrosynthesis dataset with 1.9M reactions from patents (1976-2016). (1) Given the product [C:1]([O:5][C:6]([N:8]1[CH2:17][CH2:16][C:15]2[C:10](=[C:11]([C:27]3[CH:26]=[C:25]([CH2:24][C:23]([O:22][CH2:20][CH3:21])=[O:42])[CH:30]=[CH:29][C:28]=3[O:31][CH3:32])[CH:12]=[CH:13][C:14]=2[F:18])[CH2:9]1)=[O:7])([CH3:4])([CH3:3])[CH3:2], predict the reactants needed to synthesize it. The reactants are: [C:1]([O:5][C:6]([N:8]1[CH2:17][CH2:16][C:15]2[C:10](=[C:11](Br)[CH:12]=[CH:13][C:14]=2[F:18])[CH2:9]1)=[O:7])([CH3:4])([CH3:3])[CH3:2].[CH2:20]([O:22][C:23](=[O:42])[CH2:24][C:25]1[CH:30]=[CH:29][C:28]([O:31][CH3:32])=[C:27](B2OC(C)(C)C(C)(C)O2)[CH:26]=1)[CH3:21].C(=O)([O-])[O-].[Na+].[Na+]. (2) Given the product [O:19]=[C:10]1[C:11]2[C:16](=[CH:15][CH:14]=[CH:13][CH:12]=2)[C:17](=[O:18])[N:9]1[CH2:8][CH2:7][CH2:6][O:5][C:4]1[CH:20]=[CH:21][C:22]([OH:23])=[C:2]([CH:3]=1)[C:25]#[N:26], predict the reactants needed to synthesize it. The reactants are: Br[C:2]1[CH:3]=[C:4]([CH:20]=[CH:21][C:22]=1[OH:23])[O:5][CH2:6][CH2:7][CH2:8][N:9]1[C:17](=[O:18])[C:16]2[C:11](=[CH:12][CH:13]=[CH:14][CH:15]=2)[C:10]1=[O:19].[Cu][C:25]#[N:26].C(N(CC(O)=O)CC(O)=O)CN(CC(O)=O)CC(O)=O. (3) The reactants are: [F:1][C:2]1[C:7]([NH2:8])=[CH:6][C:5](B2OC(C)(C)C(C)(C)O2)=[CH:4][N:3]=1.Br[C:19]1[CH:31]=[CH:30][C:22]([C:23]([NH:25][S:26]([CH3:29])(=[O:28])=[O:27])=[O:24])=[CH:21][C:20]=1[O:32][CH3:33].C(=O)([O-])[O-].[K+].[K+].O. Given the product [NH2:8][C:7]1[CH:6]=[C:5]([C:19]2[CH:31]=[CH:30][C:22]([C:23]([NH:25][S:26]([CH3:29])(=[O:28])=[O:27])=[O:24])=[CH:21][C:20]=2[O:32][CH3:33])[CH:4]=[N:3][C:2]=1[F:1], predict the reactants needed to synthesize it.